Dataset: Cav3 T-type calcium channel HTS with 100,875 compounds. Task: Binary Classification. Given a drug SMILES string, predict its activity (active/inactive) in a high-throughput screening assay against a specified biological target. (1) The compound is O(c1c(N2CCN(\N=C/c3oc(cc3)C)CC2)cccc1)C. The result is 0 (inactive). (2) The drug is S\1C(CC(=O)N(CCCc2ccccc2)C1=N/c1ccccc1)C(=O)NC. The result is 0 (inactive). (3) The molecule is Clc1c(c2noc(c2C(=O)NCCCN2CCOCC2)C)cccc1. The result is 0 (inactive). (4) The molecule is N1(CCN(CC1)c1ncccc1)Cc1nc(Nc2c(cccc2)C)nc(n1)N. The result is 0 (inactive). (5) The molecule is O=c1n(CC(C)C)c(=O)c2c(c3c1cccc3)cccc2. The result is 0 (inactive). (6) The molecule is S(=O)(=O)(n1nc(cc1)C)c1ccc(C(C)(C)C)cc1. The result is 0 (inactive).